From a dataset of Reaction yield outcomes from USPTO patents with 853,638 reactions. Predict the reaction yield, written as a fraction of the theoretical maximum amount of product (1.0 means a 100% yield; for example, 0.34 means a 34% yield). (1) The reactants are [Cl:1][C:2]1[CH:10]=[C:9]2[C:5]([C:6]([C:11]([O:13][CH3:14])=[O:12])=[CH:7][NH:8]2)=[CH:4][C:3]=1B1OCC(C)(C)CO1.Br[C:24]1[CH:37]=[CH:36][C:27]([O:28][C@H:29]2[CH2:34][CH2:33][CH2:32][CH2:31][C@@H:30]2[OH:35])=[CH:26][CH:25]=1.C(=O)([O-])[O-].[K+].[K+].C(OCC)(=O)C. The catalyst is C1(C)C=CC=CC=1.C(O)C.C1C=CC(P(C2C=CC=CC=2)[C-]2C=CC=C2)=CC=1.C1C=CC(P(C2C=CC=CC=2)[C-]2C=CC=C2)=CC=1.Cl[Pd]Cl.[Fe+2]. The product is [Cl:1][C:2]1[CH:10]=[C:9]2[C:5]([C:6]([C:11]([O:13][CH3:14])=[O:12])=[CH:7][NH:8]2)=[CH:4][C:3]=1[C:24]1[CH:37]=[CH:36][C:27]([O:28][C@H:29]2[CH2:34][CH2:33][CH2:32][CH2:31][C@@H:30]2[OH:35])=[CH:26][CH:25]=1. The yield is 0.900. (2) The reactants are [F:1][C:2]1[CH:7]=[CH:6][C:5]([O:8][CH3:9])=[CH:4][C:3]=1[C:10]1[C:11]([C:20]([O:22][CH3:23])=[O:21])=[CH:12][C:13]([C:16]([O:18]C)=[O:17])=[CH:14][CH:15]=1.C1COCC1.CO.[OH-].[K+]. No catalyst specified. The product is [F:1][C:2]1[CH:7]=[CH:6][C:5]([O:8][CH3:9])=[CH:4][C:3]=1[C:10]1[CH:15]=[CH:14][C:13]([C:16]([OH:18])=[O:17])=[CH:12][C:11]=1[C:20]([O:22][CH3:23])=[O:21]. The yield is 1.00.